This data is from Reaction yield outcomes from USPTO patents with 853,638 reactions. The task is: Predict the reaction yield, written as a fraction of the theoretical maximum amount of product (1.0 means a 100% yield; for example, 0.34 means a 34% yield). (1) The reactants are [C:1]([C:5]1[CH:9]=[C:8]([NH:10][C:11]([NH:13][C@@H:14]2[C:23]3[C:18](=[CH:19][CH:20]=[CH:21][CH:22]=3)[C@H:17]([O:24][C:25]3[CH:26]=[CH:27][C:28]4[N:29]([C:31]([C:34]5[C:39]([Cl:40])=[CH:38][CH:37]=[CH:36][C:35]=5[Cl:41])=[N:32][N:33]=4)[CH:30]=3)[CH2:16][CH2:15]2)=[O:12])[N:7]([C:42]2[CH:43]=[N:44][N:45]([CH2:47][CH2:48][OH:49])[CH:46]=2)[N:6]=1)([CH3:4])([CH3:3])[CH3:2].[CH3:50][S:51](Cl)(=[O:53])=[O:52].CCN(C(C)C)C(C)C. The catalyst is C(Cl)Cl. The product is [C:1]([C:5]1[CH:9]=[C:8]([NH:10][C:11]([NH:13][C@@H:14]2[C:23]3[C:18](=[CH:19][CH:20]=[CH:21][CH:22]=3)[C@H:17]([O:24][C:25]3[CH:26]=[CH:27][C:28]4[N:29]([C:31]([C:34]5[C:39]([Cl:40])=[CH:38][CH:37]=[CH:36][C:35]=5[Cl:41])=[N:32][N:33]=4)[CH:30]=3)[CH2:16][CH2:15]2)=[O:12])[N:7]([C:42]2[CH:43]=[N:44][N:45]([CH2:47][CH2:48][O:49][S:51]([CH3:50])(=[O:53])=[O:52])[CH:46]=2)[N:6]=1)([CH3:4])([CH3:2])[CH3:3]. The yield is 0.790. (2) The reactants are CCN(CC)CC.Cl.[NH:9]1[CH2:12][CH2:11][CH2:10]1.[Br:13][C:14]1[CH:22]=[CH:21][C:17]([C:18](Cl)=[O:19])=[CH:16][CH:15]=1. The catalyst is C(Cl)Cl. The product is [N:9]1([C:18]([C:17]2[CH:21]=[CH:22][C:14]([Br:13])=[CH:15][CH:16]=2)=[O:19])[CH2:12][CH2:11][CH2:10]1. The yield is 0.940. (3) The reactants are [CH2:1]([O:8][C:9]([N:11]1[CH2:20][CH2:19][C:18]2[C:13](=[CH:14][CH:15]=[C:16]([N:21]3[C:25](C(O)=O)=[CH:24][C:23]([C:29]([CH3:32])([CH3:31])[CH3:30])=[N:22]3)[CH:17]=2)[CH2:12]1)=[O:10])[C:2]1[CH:7]=[CH:6][CH:5]=[CH:4][CH:3]=1.C1C=CC(P([N:47]=[N+]=[N-])(C2C=CC=CC=2)=O)=CC=1.[Cl:50][C:51]([Cl:55])([Cl:54])[CH2:52][OH:53].[O:56]1[CH2:61]COCC1. The catalyst is [Cl-].[Na+].O. The product is [C:29]([C:23]1[CH:24]=[C:25]([NH:47][C:61]([O:53][CH2:52][C:51]([Cl:55])([Cl:54])[Cl:50])=[O:56])[N:21]([C:16]2[CH:17]=[C:18]3[C:13](=[CH:14][CH:15]=2)[CH2:12][N:11]([C:9]([O:8][CH2:1][C:2]2[CH:3]=[CH:4][CH:5]=[CH:6][CH:7]=2)=[O:10])[CH2:20][CH2:19]3)[N:22]=1)([CH3:32])([CH3:30])[CH3:31]. The yield is 0.610. (4) The reactants are [Cl-].O[NH3+:3].[C:4](=[O:7])([O-])[OH:5].[Na+].CS(C)=O.[CH:13]1([C:16]2[C:21](=[O:22])[N:20]([CH2:23][C:24]3[CH:29]=[CH:28][C:27]([C:30]4[C:31]([C:36]#[N:37])=[CH:32][CH:33]=[CH:34][CH:35]=4)=[CH:26][CH:25]=3)[C:19]([CH2:38][CH2:39][CH3:40])=[N:18][C:17]=2[CH2:41][CH3:42])[CH2:15][CH2:14]1. The catalyst is O. The product is [CH:13]1([C:16]2[C:21](=[O:22])[N:20]([CH2:23][C:24]3[CH:29]=[CH:28][C:27]([C:30]4[CH:35]=[CH:34][CH:33]=[CH:32][C:31]=4[C:36]4[NH:3][C:4](=[O:7])[O:5][N:37]=4)=[CH:26][CH:25]=3)[C:19]([CH2:38][CH2:39][CH3:40])=[N:18][C:17]=2[CH2:41][CH3:42])[CH2:14][CH2:15]1. The yield is 0.420. (5) The reactants are [Br:1][C:2]1[CH:7]=[CH:6][C:5]([CH:8]2[CH2:12][CH2:11][CH2:10][NH:9]2)=[CH:4][C:3]=1[F:13].C(=O)([O-])[O-].[K+].[K+].Cl[C:21]([O:23][CH2:24][C:25]1[CH:30]=[CH:29][CH:28]=[CH:27][CH:26]=1)=[O:22]. The catalyst is O1CCOCC1.O. The product is [Br:1][C:2]1[CH:7]=[CH:6][C:5]([CH:8]2[CH2:12][CH2:11][CH2:10][N:9]2[C:21]([O:23][CH2:24][C:25]2[CH:30]=[CH:29][CH:28]=[CH:27][CH:26]=2)=[O:22])=[CH:4][C:3]=1[F:13]. The yield is 0.820. (6) The reactants are [CH3:1][C:2]1([CH3:17])[C:10]2[C:5](=[CH:6][C:7]([N+:11]([O-])=O)=[CH:8][CH:9]=2)[N:4]([C:14](=[O:16])[CH3:15])[CH2:3]1. The catalyst is CO.[Pd]. The product is [NH2:11][C:7]1[CH:6]=[C:5]2[C:10]([C:2]([CH3:17])([CH3:1])[CH2:3][N:4]2[C:14](=[O:16])[CH3:15])=[CH:9][CH:8]=1. The yield is 0.610. (7) The reactants are [F:1][C:2]1[CH:7]=[CH:6][C:5]([C:8]2[S:12][C:11]3[CH:13]=[C:14]([O:17]C)[CH:15]=[CH:16][C:10]=3[C:9]=2[O:19][C:20]2[CH:33]=[CH:32][C:23](/[CH:24]=[CH:25]/[C:26]3[O:30][C:29](=[O:31])[NH:28][N:27]=3)=[CH:22][CH:21]=2)=[C:4]([CH3:34])[CH:3]=1.B(Br)(Br)Br. The catalyst is C(Cl)Cl. The product is [F:1][C:2]1[CH:7]=[CH:6][C:5]([C:8]2[S:12][C:11]3[CH:13]=[C:14]([OH:17])[CH:15]=[CH:16][C:10]=3[C:9]=2[O:19][C:20]2[CH:21]=[CH:22][C:23](/[CH:24]=[CH:25]/[C:26]3[O:30][C:29](=[O:31])[NH:28][N:27]=3)=[CH:32][CH:33]=2)=[C:4]([CH3:34])[CH:3]=1. The yield is 0.410. (8) The reactants are [H-].C(O[Al](OC(C)(C)C)OC(C)(C)C)(C)(C)C.[Li+].[C:19]([O:22][C@@H:23]1[CH2:47][CH2:46][C@@:45]2([CH3:48])[C@H:25]([CH2:26][CH2:27][C@@H:28]3[C@@H:44]2[CH2:43][C:42](=[O:49])[C@@:41]2([CH3:50])[C@H:29]3[CH2:30][CH2:31][C@@H:32]2[C@H:33]([CH3:40])[CH2:34][CH2:35][C:36]([O:38][CH3:39])=[O:37])[CH2:24]1)(=[O:21])[CH3:20]. The catalyst is C1COCC1. The product is [C:19]([O:22][C@@H:23]1[CH2:47][CH2:46][C@@:45]2([CH3:48])[C@H:25]([CH2:26][CH2:27][C@@H:28]3[C@@H:44]2[CH2:43][C@H:42]([OH:49])[C@@:41]2([CH3:50])[C@H:29]3[CH2:30][CH2:31][C@@H:32]2[C@H:33]([CH3:40])[CH2:34][CH2:35][C:36]([O:38][CH3:39])=[O:37])[CH2:24]1)(=[O:21])[CH3:20]. The yield is 0.910. (9) The reactants are CC([O-])(C)C.[K+].Cl[C:8]1[CH:13]=[CH:12][N:11]=[C:10]2[CH:14]=[CH:15][S:16][C:9]=12.COC(=O)CC[S:22][C:23]1[CH:24]=[C:25]([O:49][C:50]2[CH:55]=[CH:54][CH:53]=[CH:52][CH:51]=2)[C:26]([NH:29][C:30]2[S:31][CH:32]=[C:33]([CH2:35][CH:36]3[CH2:41][CH2:40][N:39]([C:42]([O:44][C:45]([CH3:48])([CH3:47])[CH3:46])=[O:43])[CH2:38][CH2:37]3)[N:34]=2)=[N:27][CH:28]=1. The catalyst is CS(C)=O. The product is [O:49]([C:25]1[C:26]([NH:29][C:30]2[S:31][CH:32]=[C:33]([CH2:35][CH:36]3[CH2:37][CH2:38][N:39]([C:42]([O:44][C:45]([CH3:48])([CH3:47])[CH3:46])=[O:43])[CH2:40][CH2:41]3)[N:34]=2)=[N:27][CH:28]=[C:23]([S:22][C:8]2[CH:13]=[CH:12][N:11]=[C:10]3[CH:14]=[CH:15][S:16][C:9]=23)[CH:24]=1)[C:50]1[CH:55]=[CH:54][CH:53]=[CH:52][CH:51]=1. The yield is 0.974.